Dataset: Full USPTO retrosynthesis dataset with 1.9M reactions from patents (1976-2016). Task: Predict the reactants needed to synthesize the given product. (1) Given the product [F:24][C:13]1[CH:14]=[N:15][C:16]2[C:21]([C:12]=1[CH2:11][CH:10]([C:5]13[CH2:8][CH2:9][C:2]([NH:1][CH2:37][C:35]4[CH:34]=[CH:33][C:30]5[S:31][CH2:32][C:27](=[O:26])[NH:28][C:29]=5[N:36]=4)([CH2:7][CH2:6]1)[CH2:3][O:4]3)[OH:25])=[N:20][C:19]([O:22][CH3:23])=[CH:18][CH:17]=2, predict the reactants needed to synthesize it. The reactants are: [NH2:1][C:2]12[CH2:9][CH2:8][C:5]([CH:10]([OH:25])[CH2:11][C:12]3[C:21]4[C:16](=[CH:17][CH:18]=[C:19]([O:22][CH3:23])[N:20]=4)[N:15]=[CH:14][C:13]=3[F:24])([CH2:6][CH2:7]1)[O:4][CH2:3]2.[O:26]=[C:27]1[CH2:32][S:31][C:30]2[CH:33]=[CH:34][C:35]([CH:37]=O)=[N:36][C:29]=2[NH:28]1.C(O[BH-](OC(=O)C)OC(=O)C)(=O)C.[Na+].O. (2) Given the product [N:16]1([C:9]2[CH:10]=[N:11][C:12]3[C:7]([CH:8]=2)=[CH:6][C:5]([OH:4])=[CH:14][CH:13]=3)[CH2:21][CH2:20][O:19][CH2:18][CH2:17]1, predict the reactants needed to synthesize it. The reactants are: C([O:4][C:5]1[CH:6]=[C:7]2[C:12](=[CH:13][CH:14]=1)[N:11]=[CH:10][C:9](Br)=[CH:8]2)(=O)C.[NH:16]1[CH2:21][CH2:20][O:19][CH2:18][CH2:17]1.CC1(C)C2C(=C(P(C3C=CC=CC=3)C3C=CC=CC=3)C=CC=2)OC2C(P(C3C=CC=CC=3)C3C=CC=CC=3)=CC=CC1=2.CC([O-])(C)C.[K+].